This data is from Full USPTO retrosynthesis dataset with 1.9M reactions from patents (1976-2016). The task is: Predict the reactants needed to synthesize the given product. (1) Given the product [CH3:26][C:25]1[CH:27]=[CH:28][C:22]([S:19]([O:17][CH2:16][CH2:15][N:13]2[CH:14]=[C:10]([CH2:9][N:5]3[CH:6]=[CH:7][N:8]=[C:4]3[N+:1]([O-:3])=[O:2])[N:11]=[N:12]2)(=[O:20])=[O:18])=[CH:23][CH:24]=1, predict the reactants needed to synthesize it. The reactants are: [N+:1]([C:4]1[N:5]([CH2:9][C:10]2[N:11]=[N:12][N:13]([CH2:15][CH2:16][OH:17])[CH:14]=2)[CH:6]=[CH:7][N:8]=1)([O-:3])=[O:2].[O:18](S(C1C=CC(C)=CC=1)(=O)=O)[S:19]([C:22]1[CH:28]=[CH:27][C:25]([CH3:26])=[CH:24][CH:23]=1)(=O)=[O:20]. (2) The reactants are: [CH2:1]1[O:6][C:4](=[O:5])[NH:3][CH:2]1[CH2:7][C:8]1[CH:13]=[CH:12][CH:11]=[CH:10][CH:9]=1.[Li]CCCC.[Br:19]CCCCC(Cl)=O.[CH2:27]1[CH2:31][O:30][CH2:29][CH2:28]1. Given the product [CH2:7]([C@H:2]1[CH2:1][O:6][C:4](=[O:5])[N:3]1[C:29](=[O:30])[CH2:28][CH2:27][CH2:31][Br:19])[C:8]1[CH:9]=[CH:10][CH:11]=[CH:12][CH:13]=1, predict the reactants needed to synthesize it.